From a dataset of Forward reaction prediction with 1.9M reactions from USPTO patents (1976-2016). Predict the product of the given reaction. (1) Given the reactants [F:1][CH2:2][CH2:3]I.[CH2:5]([N:8]([S:31]([CH2:34][C:35]1[CH:40]=[CH:39][CH:38]=[CH:37][CH:36]=1)(=[O:33])=[O:32])[C:9]([CH:11]1[CH2:16][CH2:15][N:14]([C:17]2[NH:22][C:21](=[O:23])[C:20]([C:24]([O:26][CH2:27][CH3:28])=[O:25])=[CH:19][C:18]=2[C:29]#[N:30])[CH2:13][CH2:12]1)=[O:10])[CH:6]=[CH2:7], predict the reaction product. The product is: [CH2:5]([N:8]([S:31]([CH2:34][C:35]1[CH:36]=[CH:37][CH:38]=[CH:39][CH:40]=1)(=[O:33])=[O:32])[C:9]([CH:11]1[CH2:16][CH2:15][N:14]([C:17]2[C:18]([C:29]#[N:30])=[CH:19][C:20]([C:24]([O:26][CH2:27][CH3:28])=[O:25])=[C:21]([O:23][CH2:3][CH2:2][F:1])[N:22]=2)[CH2:13][CH2:12]1)=[O:10])[CH:6]=[CH2:7]. (2) Given the reactants [OH:1][C:2]1[C:6]([C:7]([O:9][CH2:10][CH3:11])=[O:8])=[CH:5][N:4]([C:12]2[CH:17]=[CH:16][CH:15]=[CH:14][CH:13]=2)[N:3]=1.Cl[CH2:19][C:20]1[CH:39]=[CH:38][C:23]([O:24][CH2:25][C:26]2[N:27]=[C:28]([C:32]3[CH:37]=[CH:36][CH:35]=[CH:34][CH:33]=3)[O:29][C:30]=2[CH3:31])=[C:22]([O:40][CH3:41])[CH:21]=1.C(=O)([O-])[O-].[K+].[K+].Cl, predict the reaction product. The product is: [CH3:41][O:40][C:22]1[CH:21]=[C:20]([CH:39]=[CH:38][C:23]=1[O:24][CH2:25][C:26]1[N:27]=[C:28]([C:32]2[CH:37]=[CH:36][CH:35]=[CH:34][CH:33]=2)[O:29][C:30]=1[CH3:31])[CH2:19][O:1][C:2]1[C:6]([C:7]([O:9][CH2:10][CH3:11])=[O:8])=[CH:5][N:4]([C:12]2[CH:17]=[CH:16][CH:15]=[CH:14][CH:13]=2)[N:3]=1.